From a dataset of NCI-60 drug combinations with 297,098 pairs across 59 cell lines. Regression. Given two drug SMILES strings and cell line genomic features, predict the synergy score measuring deviation from expected non-interaction effect. (1) Drug 1: C1=CC(=CC=C1CC(C(=O)O)N)N(CCCl)CCCl.Cl. Drug 2: CC12CCC3C(C1CCC2O)C(CC4=C3C=CC(=C4)O)CCCCCCCCCS(=O)CCCC(C(F)(F)F)(F)F. Cell line: HT29. Synergy scores: CSS=8.59, Synergy_ZIP=-4.61, Synergy_Bliss=-10.3, Synergy_Loewe=-13.7, Synergy_HSA=-13.5. (2) Drug 1: C1CN1C2=NC(=NC(=N2)N3CC3)N4CC4. Drug 2: CC1C(C(CC(O1)OC2CC(OC(C2O)C)OC3=CC4=CC5=C(C(=O)C(C(C5)C(C(=O)C(C(C)O)O)OC)OC6CC(C(C(O6)C)O)OC7CC(C(C(O7)C)O)OC8CC(C(C(O8)C)O)(C)O)C(=C4C(=C3C)O)O)O)O. Cell line: SK-MEL-5. Synergy scores: CSS=46.6, Synergy_ZIP=0.362, Synergy_Bliss=0.444, Synergy_Loewe=-7.02, Synergy_HSA=-0.891. (3) Drug 1: CC1CCC2CC(C(=CC=CC=CC(CC(C(=O)C(C(C(=CC(C(=O)CC(OC(=O)C3CCCCN3C(=O)C(=O)C1(O2)O)C(C)CC4CCC(C(C4)OC)OCCO)C)C)O)OC)C)C)C)OC. Drug 2: C1CN(P(=O)(OC1)NCCCl)CCCl. Cell line: M14. Synergy scores: CSS=-2.18, Synergy_ZIP=3.21, Synergy_Bliss=7.68, Synergy_Loewe=-13.8, Synergy_HSA=-3.39. (4) Synergy scores: CSS=-4.36, Synergy_ZIP=1.41, Synergy_Bliss=-2.55, Synergy_Loewe=-5.40, Synergy_HSA=-5.59. Drug 1: CCC1(CC2CC(C3=C(CCN(C2)C1)C4=CC=CC=C4N3)(C5=C(C=C6C(=C5)C78CCN9C7C(C=CC9)(C(C(C8N6C=O)(C(=O)OC)O)OC(=O)C)CC)OC)C(=O)OC)O.OS(=O)(=O)O. Drug 2: C1CNP(=O)(OC1)N(CCCl)CCCl. Cell line: T-47D. (5) Drug 1: CN(C)N=NC1=C(NC=N1)C(=O)N. Drug 2: CC1=CC=C(C=C1)C2=CC(=NN2C3=CC=C(C=C3)S(=O)(=O)N)C(F)(F)F. Cell line: NCI-H522. Synergy scores: CSS=8.87, Synergy_ZIP=-4.77, Synergy_Bliss=-3.39, Synergy_Loewe=-3.85, Synergy_HSA=-1.57.